Dataset: Reaction yield outcomes from USPTO patents with 853,638 reactions. Task: Predict the reaction yield, written as a fraction of the theoretical maximum amount of product (1.0 means a 100% yield; for example, 0.34 means a 34% yield). (1) The reactants are [F:1][C:2]1[CH:7]=[C:6]([F:8])[CH:5]=[CH:4][C:3]=1/[CH:9]=[CH:10]/[C:11]1[CH:16]=[CH:15][C:14]([S:17]([C:20]2[CH:25]=[CH:24][CH:23]=[C:22]([C:26]#N)[CH:21]=2)(=[O:19])=[O:18])=[CH:13][N:12]=1.[H-].C([Al+]CC(C)C)C(C)C.C[OH:39].Cl. The catalyst is ClCCl.C1(C)C=CC=CC=1. The product is [F:1][C:2]1[CH:7]=[C:6]([F:8])[CH:5]=[CH:4][C:3]=1/[CH:9]=[CH:10]/[C:11]1[N:12]=[CH:13][C:14]([S:17]([C:20]2[CH:21]=[C:22]([CH:23]=[CH:24][CH:25]=2)[CH:26]=[O:39])(=[O:19])=[O:18])=[CH:15][CH:16]=1. The yield is 0.460. (2) The reactants are C(OC([N:8]1[CH2:13][CH2:12][CH2:11][C@H:10]2[CH2:14][N:15]([C:17]3[C:26]([O:27][CH3:28])=[C:25]4[C:20]([C:21](=[O:62])[C:22]([C:32]([O:34][CH2:35][C:36](=[O:61])[NH:37][C:38]5[CH:43]=[CH:42][C:41]([CH:44]([P:53]([O:58]CC)([O:55]CC)=[O:54])[P:45]([O:50]CC)([O:47]CC)=[O:46])=[CH:40][CH:39]=5)=[O:33])=[CH:23][N:24]4[CH:29]4[CH2:31][CH2:30]4)=[CH:19][C:18]=3[F:63])[CH2:16][C@@H:9]12)=O)(C)(C)C.C(OC(N1CCC[C@H]2CN(C3C(OC)=C4C(C(=O)C(C(OCC(=O)NC(P(OCC)(OCC)=O)P(OCC)(OCC)=O)=O)=CN4C4CC4)=CC=3F)C[C@@H]12)=O)(C)(C)C. No catalyst specified. The product is [CH:29]1([N:24]2[C:25]3[C:20](=[CH:19][C:18]([F:63])=[C:17]([N:15]4[CH2:14][C@H:10]5[C@H:9]([NH:8][CH2:13][CH2:12][CH2:11]5)[CH2:16]4)[C:26]=3[O:27][CH3:28])[C:21](=[O:62])[C:22]([C:32]([O:34][CH2:35][C:36](=[O:61])[NH:37][C:38]3[CH:43]=[CH:42][C:41]([CH:44]([P:53]([OH:58])([OH:55])=[O:54])[P:45]([OH:47])([OH:50])=[O:46])=[CH:40][CH:39]=3)=[O:33])=[CH:23]2)[CH2:31][CH2:30]1. The yield is 0.270. (3) The reactants are [NH:1]1[CH2:5][CH2:4][CH2:3][CH2:2]1.[CH:6]12[O:12][CH:7]1[CH2:8][CH2:9][CH2:10][CH2:11]2. The catalyst is O. The product is [N:1]1([C@H:6]2[CH2:11][CH2:10][CH2:9][CH2:8][C@@H:7]2[OH:12])[CH2:5][CH2:4][CH2:3][CH2:2]1. The yield is 0.870. (4) The reactants are [CH2:1]1[C:10]2[C:5](=[CH:6][CH:7]=[CH:8][CH:9]=2)[CH2:4][CH2:3][N:2]1[CH2:11][CH:12]([OH:35])[CH2:13][NH:14][C:15]([C:17]1[CH:18]=[C:19]([CH:23]2[CH2:27][CH2:26][N:25](C(OC(C)(C)C)=O)[CH2:24]2)[CH:20]=[CH:21][CH:22]=1)=[O:16].C(O)(C(F)(F)F)=O. The catalyst is C(Cl)Cl. The product is [CH2:1]1[C:10]2[C:5](=[CH:6][CH:7]=[CH:8][CH:9]=2)[CH2:4][CH2:3][N:2]1[CH2:11][CH:12]([OH:35])[CH2:13][NH:14][C:15](=[O:16])[C:17]1[CH:22]=[CH:21][CH:20]=[C:19]([CH:23]2[CH2:27][CH2:26][NH:25][CH2:24]2)[CH:18]=1. The yield is 0.250. (5) The reactants are [NH2:1][C:2]1[CH:7]=[CH:6][C:5]([C:8]2[CH:13]=[CH:12][CH:11]=[C:10]([Cl:14])[CH:9]=2)=[CH:4][C:3]=1[C:15]([CH2:18][C:19]1[CH:24]=[CH:23][CH:22]=[CH:21][CH:20]=1)([OH:17])[CH3:16].NC1C=CC(C2C=CC=C(Cl)C=2)=CC=1[C:39](=[O:41])C.C([Mg]Br)C1C=CC=CC=1.ClC(Cl)(OC(=O)OC(Cl)(Cl)Cl)Cl. The catalyst is C1COCC1. The product is [CH2:18]([C:15]1([CH3:16])[O:17][C:39](=[O:41])[NH:1][C:2]2[CH:7]=[CH:6][C:5]([C:8]3[CH:13]=[CH:12][CH:11]=[C:10]([Cl:14])[CH:9]=3)=[CH:4][C:3]1=2)[C:19]1[CH:20]=[CH:21][CH:22]=[CH:23][CH:24]=1. The yield is 0.300. (6) The reactants are [N+:1]([C:4]1[CH:5]=[C:6]([CH:15]=[CH:16][CH:17]=1)[O:7][C:8]1[CH:13]=[CH:12][N:11]=[C:10]([NH2:14])[CH:9]=1)([O-:3])=[O:2].[N:18]([C:21](OCC)=O)=C=S.[Cl-].O[NH3+].C([N:32](CC)C(C)C)(C)C. The catalyst is CO.C(O)C.CS(C)=O. The product is [N+:1]([C:4]1[CH:5]=[C:6]([CH:15]=[CH:16][CH:17]=1)[O:7][C:8]1[CH:13]=[CH:12][N:11]2[N:32]=[C:21]([NH2:18])[N:14]=[C:10]2[CH:9]=1)([O-:3])=[O:2]. The yield is 0.390.